Dataset: Reaction yield outcomes from USPTO patents with 853,638 reactions. Task: Predict the reaction yield, written as a fraction of the theoretical maximum amount of product (1.0 means a 100% yield; for example, 0.34 means a 34% yield). (1) The reactants are [NH2:1][C@@H:2]([CH:44]([CH3:46])[CH3:45])[C:3]([N:5]1[CH2:9][CH2:8][CH2:7][C@H:6]1[C:10]1[NH:11][C:12]([C:15]2[CH:20]=[CH:19][C:18]([C:21]3[CH:26]=[CH:25][C:24]([C:27]4[NH:31][C:30]([C@@H:32]5[CH2:36][CH2:35][CH2:34][N:33]5[C:37]([O:39][C:40]([CH3:43])([CH3:42])[CH3:41])=[O:38])=[N:29][CH:28]=4)=[CH:23][CH:22]=3)=[CH:17][CH:16]=2)=[CH:13][N:14]=1)=[O:4].Br[C:48]1[N:53]=[CH:52][CH:51]=[CH:50][N:49]=1.CCN(C(C)C)C(C)C. The catalyst is C1(C)C=CC=CC=1.CS(C)=O. The product is [CH3:45][CH:44]([CH3:46])[C@H:2]([NH:1][C:48]1[N:53]=[CH:52][CH:51]=[CH:50][N:49]=1)[C:3]([N:5]1[CH2:9][CH2:8][CH2:7][C@H:6]1[C:10]1[NH:11][C:12]([C:15]2[CH:20]=[CH:19][C:18]([C:21]3[CH:22]=[CH:23][C:24]([C:27]4[NH:31][C:30]([C@@H:32]5[CH2:36][CH2:35][CH2:34][N:33]5[C:37]([O:39][C:40]([CH3:41])([CH3:43])[CH3:42])=[O:38])=[N:29][CH:28]=4)=[CH:25][CH:26]=3)=[CH:17][CH:16]=2)=[CH:13][N:14]=1)=[O:4]. The yield is 0.740. (2) The yield is 0.0700. The reactants are [C:1]1([CH3:20])[CH:6]=[CH:5][CH:4]=[C:3]([NH:7][CH2:8][CH2:9][C:10]2[CH:15]=[CH:14][C:13]([C:16]([F:19])([F:18])[F:17])=[CH:12][CH:11]=2)[CH:2]=1.[CH3:21][O:22][C:23]1[CH:28]=[CH:27][CH:26]=[CH:25][C:24]=1[CH2:29][C:30](O)=[O:31].CN(C(ON1N=NC2C=CC=CC1=2)=[N+](C)C)C.[B-](F)(F)(F)F.C(N(C(C)C)C(C)C)C. The product is [CH3:21][O:22][C:23]1[CH:28]=[CH:27][CH:26]=[CH:25][C:24]=1[CH2:29][C:30]([N:7]([C:3]1[CH:2]=[C:1]([CH3:20])[CH:6]=[CH:5][CH:4]=1)[CH2:8][CH2:9][C:10]1[CH:15]=[CH:14][C:13]([C:16]([F:17])([F:18])[F:19])=[CH:12][CH:11]=1)=[O:31]. The catalyst is ClCCl.